This data is from NCI-60 drug combinations with 297,098 pairs across 59 cell lines. The task is: Regression. Given two drug SMILES strings and cell line genomic features, predict the synergy score measuring deviation from expected non-interaction effect. (1) Cell line: UACC62. Drug 1: CC12CCC3C(C1CCC2=O)CC(=C)C4=CC(=O)C=CC34C. Drug 2: C1C(C(OC1N2C=NC3=C(N=C(N=C32)Cl)N)CO)O. Synergy scores: CSS=22.9, Synergy_ZIP=-0.711, Synergy_Bliss=1.06, Synergy_Loewe=-1.73, Synergy_HSA=1.60. (2) Drug 1: CC1=C(C=C(C=C1)NC2=NC=CC(=N2)N(C)C3=CC4=NN(C(=C4C=C3)C)C)S(=O)(=O)N.Cl. Drug 2: COC1=CC(=CC(=C1O)OC)C2C3C(COC3=O)C(C4=CC5=C(C=C24)OCO5)OC6C(C(C7C(O6)COC(O7)C8=CC=CS8)O)O. Cell line: HOP-92. Synergy scores: CSS=35.6, Synergy_ZIP=-5.80, Synergy_Bliss=-8.96, Synergy_Loewe=-42.4, Synergy_HSA=-7.70.